Dataset: NCI-60 drug combinations with 297,098 pairs across 59 cell lines. Task: Regression. Given two drug SMILES strings and cell line genomic features, predict the synergy score measuring deviation from expected non-interaction effect. Drug 1: CC(C1=C(C=CC(=C1Cl)F)Cl)OC2=C(N=CC(=C2)C3=CN(N=C3)C4CCNCC4)N. Drug 2: CC1C(C(CC(O1)OC2CC(OC(C2O)C)OC3=CC4=CC5=C(C(=O)C(C(C5)C(C(=O)C(C(C)O)O)OC)OC6CC(C(C(O6)C)O)OC7CC(C(C(O7)C)O)OC8CC(C(C(O8)C)O)(C)O)C(=C4C(=C3C)O)O)O)O. Cell line: KM12. Synergy scores: CSS=40.9, Synergy_ZIP=22.4, Synergy_Bliss=21.4, Synergy_Loewe=12.9, Synergy_HSA=21.4.